This data is from Forward reaction prediction with 1.9M reactions from USPTO patents (1976-2016). The task is: Predict the product of the given reaction. (1) Given the reactants [CH:1]([S:4]([N:7]1[C:11]2[CH:12]=[C:13]([C:16](=O)[CH:17]([O:24][Si](C(C)(C)C)(C)C)[C:18]3[CH:23]=[CH:22][CH:21]=[CH:20][CH:19]=3)[CH:14]=[CH:15][C:10]=2[N:9]=[C:8]1[NH2:33])(=[O:6])=[O:5])([CH3:3])[CH3:2].C([O-])(=O)C.[NH4+:38].[F:39][C:40]1[CH:47]=[CH:46][CH:45]=[C:44]([F:48])[C:41]=1[CH:42]=O.[NH4+].[Cl-].[NH4+].[OH-], predict the reaction product. The product is: [CH:1]([S:4]([N:7]1[C:11]2[CH:12]=[C:13]([C:16]3[N:38]=[C:42]([C:41]4[C:40]([F:39])=[CH:47][CH:46]=[CH:45][C:44]=4[F:48])[O:24][C:17]=3[C:18]3[CH:19]=[CH:20][CH:21]=[CH:22][CH:23]=3)[CH:14]=[CH:15][C:10]=2[N:9]=[C:8]1[NH2:33])(=[O:6])=[O:5])([CH3:2])[CH3:3]. (2) Given the reactants [CH3:1][O:2][C:3]1[CH:8]=[CH:7][C:6]([CH3:9])=[CH:5][CH:4]=1.C(O[O:15][C:16]([CH3:19])(C)C)(C)(C)C.[C]=O.[CH2:22]([OH:24])C, predict the reaction product. The product is: [CH3:1][O:2][C:3]1[CH:8]=[CH:7][C:6]([CH2:9][C:22]([O:15][CH2:16][CH3:19])=[O:24])=[CH:5][CH:4]=1. (3) Given the reactants [OH:1][C:2]1[CH:7]=[C:6]([CH3:8])[CH:5]=[CH:4][C:3]=1[C:9](=[O:11])[CH3:10].CO[CH:14](OC)[N:15]([CH3:17])[CH3:16], predict the reaction product. The product is: [CH3:14][N:15]([CH3:17])/[CH:16]=[CH:10]/[C:9]([C:3]1[CH:4]=[CH:5][C:6]([CH3:8])=[CH:7][C:2]=1[OH:1])=[O:11]. (4) Given the reactants [NH2:1][C:2]([C:6]1([C:9]([O:11][C:12]([CH3:15])([CH3:14])[CH3:13])=[O:10])[CH2:8][CH2:7]1)([C:4]#[N:5])[CH3:3], predict the reaction product. The product is: [NH2:1][C:2]([C:6]1([C:9]([O:11][C:12]([CH3:15])([CH3:14])[CH3:13])=[O:10])[CH2:7][CH2:8]1)([CH3:3])[CH2:4][NH2:5].